From a dataset of Full USPTO retrosynthesis dataset with 1.9M reactions from patents (1976-2016). Predict the reactants needed to synthesize the given product. (1) Given the product [CH3:1][O:2][C:3](=[O:15])[C:4]1[C:5](=[C:10]([NH:32][C:26]2[CH:27]=[CH:28][C:29]([O:30][CH3:31])=[C:24]([O:23][Si:16]([C:19]([CH3:22])([CH3:21])[CH3:20])([CH3:18])[CH3:17])[CH:25]=2)[CH:11]=[CH:12][CH:13]=1)[C:6]([O:8][CH3:9])=[O:7], predict the reactants needed to synthesize it. The reactants are: [CH3:1][O:2][C:3](=[O:15])[C:4]1[C:5](=[C:10](I)[CH:11]=[CH:12][CH:13]=1)[C:6]([O:8][CH3:9])=[O:7].[Si:16]([O:23][C:24]1[CH:25]=[C:26]([NH2:32])[CH:27]=[CH:28][C:29]=1[O:30][CH3:31])([C:19]([CH3:22])([CH3:21])[CH3:20])([CH3:18])[CH3:17].C1C=CC(P(C2C(C3C(P(C4C=CC=CC=4)C4C=CC=CC=4)=CC=C4C=3C=CC=C4)=C3C(C=CC=C3)=CC=2)C2C=CC=CC=2)=CC=1.C(=O)([O-])[O-].[Cs+].[Cs+]. (2) Given the product [Cl:14][C:10]1[N:11]=[N:12][CH:13]=[C:8]([N:4]2[CH:5]=[C:6]([F:7])[C:2]([N:45]3[CH2:46][CH2:47][O:48][C@H:43]([C@:34]([OH:33])([CH3:42])[C:35]([O:37][C:38]([CH3:39])([CH3:40])[CH3:41])=[O:36])[C:44]3=[O:49])=[N:3]2)[CH:9]=1, predict the reactants needed to synthesize it. The reactants are: Br[C:2]1[C:6]([F:7])=[CH:5][N:4]([C:8]2[CH:9]=[C:10]([Cl:14])[N:11]=[N:12][CH:13]=2)[N:3]=1.[O-]P([O-])([O-])=O.[K+].[K+].[K+].CN[C@@H]1CCCC[C@H]1NC.[OH:33][C@@:34]([C@H:43]1[O:48][CH2:47][CH2:46][NH:45][C:44]1=[O:49])([CH3:42])[C:35]([O:37][C:38]([CH3:41])([CH3:40])[CH3:39])=[O:36]. (3) Given the product [CH3:1][C:2]1([CH3:25])[C:22]2[C:9](=[CH:10][C:11]3[C:12]([CH3:24])([CH3:23])[C:13]4[CH:14]=[CH:15][CH:16]=[CH:17][C:18]=4[N:19]([C:27]4[CH:32]=[CH:31][CH:30]=[CH:29][CH:28]=4)[C:20]=3[CH:21]=2)[C:8]2[C:3]1=[CH:4][CH:5]=[CH:6][CH:7]=2, predict the reactants needed to synthesize it. The reactants are: [CH3:1][C:2]1([CH3:25])[C:22]2[C:9](=[CH:10][C:11]3[C:12]([CH3:24])([CH3:23])[C:13]4[CH:14]=[CH:15][CH:16]=[CH:17][C:18]=4[NH:19][C:20]=3[CH:21]=2)[C:8]2[C:3]1=[CH:4][CH:5]=[CH:6][CH:7]=2.I[C:27]1[CH:32]=[CH:31][CH:30]=[CH:29][CH:28]=1.C(O[Na])(C)(C)C.C(P(C(C)(C)C)C(C)(C)C)(C)(C)C. (4) Given the product [Cl:25][C:6]1[C:5]2[CH:10]=[C:11]([C:13]3[CH:18]=[CH:17][C:16]([C:19]([CH3:22])([CH3:21])[CH3:20])=[CH:15][CH:14]=3)[S:12][C:4]=2[C:3]([C:1]#[N:2])=[CH:8][N:7]=1, predict the reactants needed to synthesize it. The reactants are: [C:1]([C:3]1[C:4]2[S:12][C:11]([C:13]3[CH:18]=[CH:17][C:16]([C:19]([CH3:22])([CH3:21])[CH3:20])=[CH:15][CH:14]=3)=[CH:10][C:5]=2[C:6](=O)[NH:7][CH:8]=1)#[N:2].P(Cl)(Cl)([Cl:25])=O. (5) The reactants are: [NH:1]1[C:9]2[C:4](=[CH:5][CH:6]=[C:7]([C:10]([O:12][CH3:13])=[O:11])[CH:8]=2)[CH:3]=[N:2]1.[H-].[Na+].I[CH2:17][CH2:18][CH2:19][CH3:20]. Given the product [CH2:17]([N:1]1[C:9]2[C:4](=[CH:5][CH:6]=[C:7]([C:10]([O:12][CH3:13])=[O:11])[CH:8]=2)[CH:3]=[N:2]1)[CH2:18][CH2:19][CH3:20], predict the reactants needed to synthesize it. (6) Given the product [Cl:1][C:2]1[CH:10]=[CH:9][C:5]([C:6]([NH:16][CH2:15][CH2:14][C:13]([F:18])([F:17])[F:12])=[O:7])=[CH:4][N:3]=1, predict the reactants needed to synthesize it. The reactants are: [Cl:1][C:2]1[CH:10]=[CH:9][C:5]([C:6](Cl)=[O:7])=[CH:4][N:3]=1.Cl.[F:12][C:13]([F:18])([F:17])[CH2:14][CH2:15][NH2:16].CN1CCOCC1.C(OCC)(=O)C. (7) Given the product [Br:1][C:2]1[N:7]=[C:6]([C:8]#[N:9])[C:5]([O:10][CH:3]2[CH2:2][CH2:11][O:14][CH2:5][CH2:4]2)=[CH:4][CH:3]=1, predict the reactants needed to synthesize it. The reactants are: [Br:1][C:2]1[N:7]=[C:6]([C:8]#[N:9])[C:5]([OH:10])=[CH:4][CH:3]=1.[C:11](=[O:14])([O-])[O-].[K+].[K+].[I-].[Na+]. (8) Given the product [F:33][C:30]([F:31])([F:32])[C:27]1[CH:28]=[CH:29][C:24]([CH2:23][O:22][C:19]2[CH:20]=[CH:21][C:16]([CH2:15][O:14][C:12]3[CH:11]=[CH:10][C:9]4[C:5]([CH2:4][C:3]([OH:34])=[O:2])=[CH:6][O:7][C:8]=4[CH:13]=3)=[CH:17][CH:18]=2)=[CH:25][CH:26]=1, predict the reactants needed to synthesize it. The reactants are: C[O:2][C:3](=[O:34])[CH2:4][C:5]1[C:9]2[CH:10]=[CH:11][C:12]([O:14][CH2:15][C:16]3[CH:21]=[CH:20][C:19]([O:22][CH2:23][C:24]4[CH:29]=[CH:28][C:27]([C:30]([F:33])([F:32])[F:31])=[CH:26][CH:25]=4)=[CH:18][CH:17]=3)=[CH:13][C:8]=2[O:7][CH:6]=1.[OH-].[Li+]. (9) Given the product [CH:15]1([CH2:14][NH:13][C:1]([NH:38][C:33]2[CH:34]=[C:35]3[C:30](=[CH:31][CH:32]=2)[N:29]=[C:28]([NH:27][C@H:18]2[C:26]4[C:21](=[CH:22][CH:23]=[CH:24][CH:25]=4)[CH2:20][CH2:19]2)[CH:37]=[CH:36]3)=[O:12])[CH2:17][CH2:16]1, predict the reactants needed to synthesize it. The reactants are: [C:1](=[O:12])(OC(Cl)(Cl)Cl)OC(Cl)(Cl)Cl.[NH2:13][CH2:14][CH:15]1[CH2:17][CH2:16]1.[C@H:18]1([NH:27][C:28]2[CH:37]=[CH:36][C:35]3[C:30](=[CH:31][CH:32]=[C:33]([NH2:38])[CH:34]=3)[N:29]=2)[C:26]2[C:21](=[CH:22][CH:23]=[CH:24][CH:25]=2)[CH2:20][CH2:19]1. (10) Given the product [O:1]1[C:5]2([CH2:10][CH2:9][CH:8]([C:11]3[N:16]=[CH:15][C:14]([NH:17][C:18](=[O:20])[CH3:19])=[CH:13][CH:12]=3)[CH2:7][CH2:6]2)[O:4][CH2:3][CH2:2]1, predict the reactants needed to synthesize it. The reactants are: [O:1]1[C:5]2([CH2:10][CH2:9][CH:8]([C:11]3[N:16]=[CH:15][C:14]([NH2:17])=[CH:13][CH:12]=3)[CH2:7][CH2:6]2)[O:4][CH2:3][CH2:2]1.[C:18](OC(=O)C)(=[O:20])[CH3:19].